This data is from Forward reaction prediction with 1.9M reactions from USPTO patents (1976-2016). The task is: Predict the product of the given reaction. (1) Given the reactants [OH-].[K+].[C:3]1([C:9]2[C:17]([CH2:18][C:19]3[N:24]=[C:23]([C:25]([O:27]C)=[O:26])[CH:22]=[CH:21][CH:20]=3)=[C:12]3[CH:13]=[CH:14][CH:15]=[CH:16][N:11]3[N:10]=2)[CH:8]=[CH:7][CH:6]=[CH:5][CH:4]=1.Cl, predict the reaction product. The product is: [C:3]1([C:9]2[C:17]([CH2:18][C:19]3[N:24]=[C:23]([C:25]([OH:27])=[O:26])[CH:22]=[CH:21][CH:20]=3)=[C:12]3[CH:13]=[CH:14][CH:15]=[CH:16][N:11]3[N:10]=2)[CH:4]=[CH:5][CH:6]=[CH:7][CH:8]=1. (2) Given the reactants CC[N:3](CCCC(NC1C=C(/C=C/C2C=CC=CC=2Cl)N=C2C=C(Cl)C=CC=12)C)CC.Cl[C:33]1[C:34]2[CH2:42][N:41](C3C=CC=CN=3)[CH2:40][CH2:39][C:35]=2[N:36]=[CH:37][N:38]=1, predict the reaction product. The product is: [N:36]1[C:35]2[CH:39]=[CH:40][N:41]=[CH:42][C:34]=2[C:33]([NH2:3])=[N:38][CH:37]=1. (3) Given the reactants [C:1]([O:5][C:6]([N:8]1[CH2:13][CH2:12][CH:11]([N:14]2[C:18]3=[N:19][CH:20]=[N:21][C:22](Cl)=[C:17]3[CH:16]=[N:15]2)[CH2:10][CH2:9]1)=[O:7])([CH3:4])([CH3:3])[CH3:2].[CH3:24][C:25]1[C:30]([OH:31])=[CH:29][CH:28]=[C:27]([CH3:32])[N:26]=1.C(=O)([O-])[O-].[K+].[K+], predict the reaction product. The product is: [C:1]([O:5][C:6]([N:8]1[CH2:13][CH2:12][CH:11]([N:14]2[C:18]3=[N:19][CH:20]=[N:21][C:22]([O:31][C:30]4[C:25]([CH3:24])=[N:26][C:27]([CH3:32])=[CH:28][CH:29]=4)=[C:17]3[CH:16]=[N:15]2)[CH2:10][CH2:9]1)=[O:7])([CH3:4])([CH3:3])[CH3:2]. (4) Given the reactants [Cl:1][C:2]1[C:3]([OH:14])=[C:4]([F:13])[CH:5]=[C:6]2[C:11]=1[C:10](=[O:12])[NH:9][CH2:8][CH2:7]2.C(=O)([O-])[O-].[Cs+].[Cs+].[CH:21](I)([CH3:23])[CH3:22], predict the reaction product. The product is: [Cl:1][C:2]1[C:3]([O:14][CH:21]([CH3:23])[CH3:22])=[C:4]([F:13])[CH:5]=[C:6]2[C:11]=1[C:10](=[O:12])[NH:9][CH2:8][CH2:7]2. (5) Given the reactants [NH2:1][C@H:2]([C:5]([OH:7])=[O:6])[CH2:3][OH:4].[OH-].[Na+].[CH:10](=O)[C:11]1[CH:16]=[CH:15][CH:14]=[CH:13][CH:12]=1.[BH4-].[Na+], predict the reaction product. The product is: [CH2:10]([NH:1][C@H:2]([C:5]([OH:7])=[O:6])[CH2:3][OH:4])[C:11]1[CH:16]=[CH:15][CH:14]=[CH:13][CH:12]=1. (6) Given the reactants [F:1][C:2]1[CH:3]=[CH:4][C:5]([O:32][CH3:33])=[C:6]([C:8]2[CH:13]=[CH:12][N:11]=[C:10]3[NH:14][C:15]([C:17]4[CH2:22][CH2:21][N:20](C(OC(C)(C)C)=O)[C:19]([CH3:31])([CH3:30])[CH:18]=4)=[CH:16][C:9]=23)[CH:7]=1.FC(F)(F)C(O)=O.Cl, predict the reaction product. The product is: [CH3:30][C:19]1([CH3:31])[NH:20][CH2:21][CH2:22][C:17]([C:15]2[NH:14][C:10]3=[N:11][CH:12]=[CH:13][C:8]([C:6]4[CH:7]=[C:2]([F:1])[CH:3]=[CH:4][C:5]=4[O:32][CH3:33])=[C:9]3[CH:16]=2)=[CH:18]1. (7) Given the reactants [Br:1][C:2]1[CH:3]=[C:4]([NH2:18])[C:5]([NH:8][C:9]2[CH:14]=[CH:13][C:12]([O:15][CH2:16][CH3:17])=[CH:11][CH:10]=2)=[CH:6][CH:7]=1.[C:19](O)(=O)C.C(N)=N, predict the reaction product. The product is: [Br:1][C:2]1[CH:7]=[CH:6][C:5]2[N:8]([C:9]3[CH:10]=[CH:11][C:12]([O:15][CH2:16][CH3:17])=[CH:13][CH:14]=3)[CH:19]=[N:18][C:4]=2[CH:3]=1.